Dataset: NCI-60 drug combinations with 297,098 pairs across 59 cell lines. Task: Regression. Given two drug SMILES strings and cell line genomic features, predict the synergy score measuring deviation from expected non-interaction effect. (1) Drug 1: C(CC(=O)O)C(=O)CN.Cl. Drug 2: CN(C(=O)NC(C=O)C(C(C(CO)O)O)O)N=O. Cell line: SNB-75. Synergy scores: CSS=4.04, Synergy_ZIP=-2.14, Synergy_Bliss=-1.16, Synergy_Loewe=-3.39, Synergy_HSA=-1.53. (2) Drug 1: C1=NC2=C(N=C(N=C2N1C3C(C(C(O3)CO)O)F)Cl)N. Drug 2: N.N.Cl[Pt+2]Cl. Cell line: NCI-H460. Synergy scores: CSS=44.8, Synergy_ZIP=2.04, Synergy_Bliss=1.76, Synergy_Loewe=1.45, Synergy_HSA=1.58. (3) Drug 1: CC1=CC2C(CCC3(C2CCC3(C(=O)C)OC(=O)C)C)C4(C1=CC(=O)CC4)C. Drug 2: CC12CCC3C(C1CCC2O)C(CC4=C3C=CC(=C4)O)CCCCCCCCCS(=O)CCCC(C(F)(F)F)(F)F. Cell line: HCC-2998. Synergy scores: CSS=-1.88, Synergy_ZIP=4.23, Synergy_Bliss=4.51, Synergy_Loewe=-0.990, Synergy_HSA=0.402. (4) Drug 1: CC1=C(C(CCC1)(C)C)C=CC(=CC=CC(=CC(=O)O)C)C. Drug 2: C1CCC(C(C1)N)N.C(=O)(C(=O)[O-])[O-].[Pt+4]. Cell line: CAKI-1. Synergy scores: CSS=34.5, Synergy_ZIP=-2.87, Synergy_Bliss=-0.545, Synergy_Loewe=-5.72, Synergy_HSA=3.70.